Dataset: Peptide-MHC class II binding affinity with 134,281 pairs from IEDB. Task: Regression. Given a peptide amino acid sequence and an MHC pseudo amino acid sequence, predict their binding affinity value. This is MHC class II binding data. The peptide sequence is FHKRDMRLLSLAVSS. The MHC is DRB1_0404 with pseudo-sequence DRB1_0404. The binding affinity (normalized) is 0.834.